From a dataset of Forward reaction prediction with 1.9M reactions from USPTO patents (1976-2016). Predict the product of the given reaction. (1) Given the reactants Br[C:2]1[CH:3]=[N:4][C:5]([CH2:8][O:9][CH:10]([CH3:12])[CH3:11])=[N:6][CH:7]=1.[F:13][C:14]1[CH:19]=[C:18]([C:20]([O:22][CH3:23])=[O:21])[C:17]([F:24])=[CH:16][C:15]=1[NH:25][S:26]([C:29]1[CH:34]=[CH:33][C:32](B(O)O)=[CH:31][CH:30]=1)(=[O:28])=[O:27].C(=O)([O-])[O-].[Na+].[Na+], predict the reaction product. The product is: [F:24][C:17]1[CH:16]=[C:15]([NH:25][S:26]([C:29]2[CH:30]=[CH:31][C:32]([C:2]3[CH:3]=[N:4][C:5]([CH2:8][O:9][CH:10]([CH3:12])[CH3:11])=[N:6][CH:7]=3)=[CH:33][CH:34]=2)(=[O:27])=[O:28])[C:14]([F:13])=[CH:19][C:18]=1[C:20]([O:22][CH3:23])=[O:21]. (2) Given the reactants [CH3:1][N:2]([CH2:4][C:5]1[N:6]=[C:7]2[CH:12]=[CH:11][C:10]([C:13]3[C:22]([CH2:23][CH3:24])=[CH:21][C:16]([C:17]([O:19]C)=[O:18])=[C:15]([O:25]C)[N:14]=3)=[CH:9][N:8]2[CH:27]=1)[CH3:3].Cl, predict the reaction product. The product is: [CH3:3][N:2]([CH2:4][C:5]1[N:6]=[C:7]2[CH:12]=[CH:11][C:10]([C:13]3[NH:14][C:15](=[O:25])[C:16]([C:17]([OH:19])=[O:18])=[CH:21][C:22]=3[CH2:23][CH3:24])=[CH:9][N:8]2[CH:27]=1)[CH3:1]. (3) Given the reactants [F:1][C:2]1[C:41]([F:42])=[C:40]([O:43][CH3:44])[CH:39]=[CH:38][C:3]=1[CH2:4][N:5]1[C:10]2[CH:11]=[C:12]([C:14]3[CH:19]=[CH:18][C:17]([F:20])=[CH:16][C:15]=3[O:21][CH3:22])[S:13][C:9]=2[C:8](=[O:23])[N:7]([CH:24]2[CH2:29][CH2:28][N:27](C(OC(C)(C)C)=O)[CH2:26][CH2:25]2)[C:6]1=[O:37].[ClH:45], predict the reaction product. The product is: [ClH:45].[F:1][C:2]1[C:41]([F:42])=[C:40]([O:43][CH3:44])[CH:39]=[CH:38][C:3]=1[CH2:4][N:5]1[C:10]2[CH:11]=[C:12]([C:14]3[CH:19]=[CH:18][C:17]([F:20])=[CH:16][C:15]=3[O:21][CH3:22])[S:13][C:9]=2[C:8](=[O:23])[N:7]([CH:24]2[CH2:25][CH2:26][NH:27][CH2:28][CH2:29]2)[C:6]1=[O:37]. (4) Given the reactants [NH:1]1[CH2:7][CH2:6][CH2:5][CH2:4][CH2:3][CH2:2]1.Cl[C:9]1[N:14]=[C:13]([CH3:15])[C:12]([CH:16]([CH2:21][CH2:22][CH3:23])[C:17]([O:19][CH3:20])=[O:18])=[C:11]([C:24]2[CH:29]=[CH:28][C:27]([CH3:30])=[CH:26][CH:25]=2)[N:10]=1, predict the reaction product. The product is: [N:1]1([C:9]2[N:14]=[C:13]([CH3:15])[C:12]([CH:16]([CH2:21][CH2:22][CH3:23])[C:17]([O:19][CH3:20])=[O:18])=[C:11]([C:24]3[CH:29]=[CH:28][C:27]([CH3:30])=[CH:26][CH:25]=3)[N:10]=2)[CH2:7][CH2:6][CH2:5][CH2:4][CH2:3][CH2:2]1. (5) Given the reactants [Cl:1][C:2]1[C:3]([CH3:17])=[C:4]([C:8]([N:10]2[CH2:15][CH2:14][NH:13][C:12](=O)[CH2:11]2)=[O:9])[CH:5]=[CH:6][CH:7]=1.F[B-](F)(F)F.C[O+](C)C.[CH3:27][C:28]1[S:32][CH:31]=[N:30][C:29]=1[C:33]([NH:35][NH2:36])=O, predict the reaction product. The product is: [Cl:1][C:2]1[C:3]([CH3:17])=[C:4]([C:8]([N:10]2[CH2:15][CH2:14][N:13]3[C:33]([C:29]4[N:30]=[CH:31][S:32][C:28]=4[CH3:27])=[N:35][N:36]=[C:12]3[CH2:11]2)=[O:9])[CH:5]=[CH:6][CH:7]=1. (6) Given the reactants [NH2:1][C@H:2]1[CH2:7][C@@H:6]([CH2:8][CH2:9][C:10]([O:12][C:13]([CH3:16])([CH3:15])[CH3:14])=[O:11])[C@@H:5]([NH:17][C:18](=[O:33])[CH2:19][NH:20][C:21](=[O:32])[C:22]2[CH:27]=[CH:26][CH:25]=[C:24]([C:28]([F:31])([F:30])[F:29])[CH:23]=2)[CH2:4][CH2:3]1.N[C@H:35]1[CH2:40][C@@H](CCC(O)=O)[C@@H](NC(=O)CNC(=O)C2C=CC=C(C(F)(F)F)C=2)C[CH2:36]1.[C:63](O[BH-](OC(=O)C)OC(=O)C)(=O)C.[Na+].C=O, predict the reaction product. The product is: [CH:35]([N:1]([CH3:63])[C@H:2]1[CH2:7][C@@H:6]([CH2:8][CH2:9][C:10]([O:12][C:13]([CH3:15])([CH3:14])[CH3:16])=[O:11])[C@@H:5]([NH:17][C:18](=[O:33])[CH2:19][NH:20][C:21](=[O:32])[C:22]2[CH:27]=[CH:26][CH:25]=[C:24]([C:28]([F:31])([F:30])[F:29])[CH:23]=2)[CH2:4][CH2:3]1)([CH3:40])[CH3:36].